From a dataset of Catalyst prediction with 721,799 reactions and 888 catalyst types from USPTO. Predict which catalyst facilitates the given reaction. (1) Reactant: [Br:1][C:2]1[CH:3]=[C:4]([F:20])[C:5]([Cl:19])=[C:6]([O:8][C:9]2[C:10]([F:18])=[C:11]([CH2:16][NH2:17])[CH:12]=[CH:13][C:14]=2[Cl:15])[CH:7]=1.[Cl:21][C:22]1[N:23]=[CH:24][N:25](COCC[Si](C)(C)C)[C:26]=1[C:27](O)=[O:28].CCN(C(C)C)C(C)C.CN(C(ON1N=NC2C=CC=NC1=2)=[N+](C)C)C.F[P-](F)(F)(F)(F)F. Product: [Br:1][C:2]1[CH:3]=[C:4]([F:20])[C:5]([Cl:19])=[C:6]([O:8][C:9]2[C:10]([F:18])=[C:11]([CH2:16][NH:17][C:27]([C:26]3[NH:25][CH:24]=[N:23][C:22]=3[Cl:21])=[O:28])[CH:12]=[CH:13][C:14]=2[Cl:15])[CH:7]=1. The catalyst class is: 1. (2) Reactant: [Br:1][C:2]1[CH:7]=[CH:6][C:5]([C:8]#[C:9][CH2:10][N:11]([CH3:13])[CH3:12])=[C:4]([Cl:14])[C:3]=1[CH3:15].I.[OH-].[Na+]. Product: [Br:1][C:2]1[CH:7]=[CH:6][C:5]([CH2:8][CH2:9][CH2:10][N:11]([CH3:12])[CH3:13])=[C:4]([Cl:14])[C:3]=1[CH3:15]. The catalyst class is: 52. (3) The catalyst class is: 158. Reactant: CS(C)=O.C(Cl)(=O)C(Cl)=O.[CH3:11][O:12][C:13](=[O:37])[C@H:14]([CH2:33][CH2:34][S:35][CH3:36])[NH:15][C:16](=[O:32])[C:17]1[CH:22]=[CH:21][C:20]([CH2:23][OH:24])=[CH:19][C:18]=1[C:25]1[CH:30]=[CH:29][CH:28]=[CH:27][C:26]=1[CH3:31].C(N(CC)CC)C. Product: [CH3:11][O:12][C:13](=[O:37])[C@H:14]([CH2:33][CH2:34][S:35][CH3:36])[NH:15][C:16](=[O:32])[C:17]1[CH:22]=[CH:21][C:20]([CH:23]=[O:24])=[CH:19][C:18]=1[C:25]1[CH:30]=[CH:29][CH:28]=[CH:27][C:26]=1[CH3:31]. (4) Product: [OH:1][C:2]1([CH3:15])[CH2:3][CH2:4][N:5]([C:8]([O:10][C:11]([CH3:14])([CH3:13])[CH3:12])=[O:9])[CH2:6][CH2:7]1. Reactant: [O:1]=[C:2]1[CH2:7][CH2:6][N:5]([C:8]([O:10][C:11]([CH3:14])([CH3:13])[CH3:12])=[O:9])[CH2:4][CH2:3]1.[CH3:15][Mg]Cl. The catalyst class is: 1.